This data is from Catalyst prediction with 721,799 reactions and 888 catalyst types from USPTO. The task is: Predict which catalyst facilitates the given reaction. Reactant: [F:1][C:2]1[CH:3]=[CH:4][C:5]([NH2:8])=[N:6][CH:7]=1.[I:9]N1C(=O)CCC1=O. Product: [F:1][C:2]1[CH:3]=[C:4]([I:9])[C:5]([NH2:8])=[N:6][CH:7]=1. The catalyst class is: 15.